This data is from Catalyst prediction with 721,799 reactions and 888 catalyst types from USPTO. The task is: Predict which catalyst facilitates the given reaction. (1) Reactant: Br[C:2]1[CH:10]=[CH:9][CH:8]=[C:7]2[C:3]=1[C:4]1([C:22]3[C:13](=[CH:14][C:15]4[O:20][CH2:19][CH2:18][O:17][C:16]=4[CH:21]=3)[O:12][CH2:11]1)[CH2:5][NH:6]2.C([Li])(C)(C)C.B(OC)(OC)[O:29]C.OO.[OH2:37]. Product: [OH:37][C:2]1[CH:10]=[CH:9][CH:8]=[C:7]2[C:3]=1[C:4]1([C:22]3[C:13](=[CH:14][C:15]4[O:20][CH2:19][CH2:18][O:17][C:16]=4[CH:21]=3)[O:12][CH2:11]1)[C:5](=[O:29])[NH:6]2. The catalyst class is: 7. (2) Reactant: [CH3:1][NH:2][C:3]([C:5]1[CH:10]=[CH:9][C:8]([C:11]2[CH:16]=[CH:15][C:14]([C:17]([N:19]3[CH2:23][CH2:22][CH2:21][C@H:20]3[CH2:24][N:25]3[CH2:29][CH2:28][CH2:27][CH2:26]3)=[O:18])=[CH:13][CH:12]=2)=[CH:7][CH:6]=1)=[O:4].[ClH:30]. Product: [ClH:30].[CH3:1][NH:2][C:3]([C:5]1[CH:6]=[CH:7][C:8]([C:11]2[CH:16]=[CH:15][C:14]([C:17]([N:19]3[CH2:23][CH2:22][CH2:21][C@H:20]3[CH2:24][N:25]3[CH2:29][CH2:28][CH2:27][CH2:26]3)=[O:18])=[CH:13][CH:12]=2)=[CH:9][CH:10]=1)=[O:4]. The catalyst class is: 363. (3) Reactant: [N+:1]([C:4]1[CH:9]=[CH:8][C:7]([C:10]2[N:11]=[C:12]3[N:16]([CH:17]=2)[C:15]2[CH:18]=[CH:19][C:20]([OH:22])=[CH:21][C:14]=2[S:13]3)=[CH:6][CH:5]=1)([O-:3])=[O:2].Cl.Cl[CH2:25][CH2:26][N:27]1[CH2:32][CH2:31][O:30][CH2:29][CH2:28]1.C(=O)([O-])[O-].[K+].[K+]. Product: [N:27]1([CH2:26][CH2:25][O:22][C:20]2[CH:19]=[CH:18][C:15]3[N:16]4[CH:17]=[C:10]([C:7]5[CH:8]=[CH:9][C:4]([N+:1]([O-:3])=[O:2])=[CH:5][CH:6]=5)[N:11]=[C:12]4[S:13][C:14]=3[CH:21]=2)[CH2:32][CH2:31][O:30][CH2:29][CH2:28]1. The catalyst class is: 711. (4) Reactant: C([NH:5][S:6]([C:9]1[CH:14]=[CH:13][CH:12]=[C:11]([C:15]2[N:16]=[CH:17][N:18]([C:20]3[N:25]=[C:24]([C:26]([F:29])([F:28])[F:27])[CH:23]=[C:22]([C:30]4[CH:35]=[CH:34][C:33]([C:36]([F:39])([F:38])[F:37])=[CH:32][CH:31]=4)[N:21]=3)[CH:19]=2)[CH:10]=1)(=[O:8])=[O:7])(C)(C)C.C(O)(C(F)(F)F)=O. Product: [F:29][C:26]([F:27])([F:28])[C:24]1[CH:23]=[C:22]([C:30]2[CH:31]=[CH:32][C:33]([C:36]([F:39])([F:38])[F:37])=[CH:34][CH:35]=2)[N:21]=[C:20]([N:18]2[CH:19]=[C:15]([C:11]3[CH:10]=[C:9]([S:6]([NH2:5])(=[O:8])=[O:7])[CH:14]=[CH:13][CH:12]=3)[N:16]=[CH:17]2)[N:25]=1. The catalyst class is: 4. (5) Reactant: [N:1]([C:4]1[CH:5]=[CH:6][C:7]([CH3:28])=[C:8]([C:10]([C:12]2[CH:17]=[CH:16][C:15]([NH:18][C:19]3[CH:24]=[CH:23][C:22]([F:25])=[CH:21][C:20]=3[F:26])=[CH:14][C:13]=2[Cl:27])=[O:11])[CH:9]=1)=[N+:2]=[N-:3].[CH2:29]([NH:32][C:33]([NH2:35])=[O:34])[C:30]#[CH:31]. Product: [Cl:27][C:13]1[CH:14]=[C:15]([NH:18][C:19]2[CH:24]=[CH:23][C:22]([F:25])=[CH:21][C:20]=2[F:26])[CH:16]=[CH:17][C:12]=1[C:10]([C:8]1[CH:9]=[C:4]([N:1]2[CH:31]=[C:30]([CH2:29][NH:32][C:33]([NH2:35])=[O:34])[N:3]=[N:2]2)[CH:5]=[CH:6][C:7]=1[CH3:28])=[O:11]. The catalyst class is: 5. (6) Reactant: [F:1][C:2]1[C:3]([N:8]2[CH:12]=[C:11]([C:13]([O:15][CH2:16][CH3:17])=[O:14])[C:10]([CH3:18])=[N:9]2)=[N:4][CH:5]=[CH:6][CH:7]=1.[Br:19]N1C(=O)CCC1=O. Product: [Br:19][CH2:18][C:10]1[C:11]([C:13]([O:15][CH2:16][CH3:17])=[O:14])=[CH:12][N:8]([C:3]2[C:2]([F:1])=[CH:7][CH:6]=[CH:5][N:4]=2)[N:9]=1. The catalyst class is: 159. (7) Reactant: CO.[OH-].[Na+].C[O:6][C:7]([C:9]1[CH:10]=[C:11]2[C:16](=[CH:17][C:18]=1[O:19][CH3:20])[N:15]=[CH:14][CH:13]=[C:12]2[O:21][C:22]1[CH:27]=[CH:26][C:25]([NH:28][C:29]([NH:31][C:32]2[CH:37]=[CH:36][C:35]([F:38])=[CH:34][CH:33]=2)=[O:30])=[CH:24][CH:23]=1)=[O:8].Cl. Product: [F:38][C:35]1[CH:34]=[CH:33][C:32]([NH:31][C:29]([NH:28][C:25]2[CH:26]=[CH:27][C:22]([O:21][C:12]3[C:11]4[C:16](=[CH:17][C:18]([O:19][CH3:20])=[C:9]([C:7]([OH:8])=[O:6])[CH:10]=4)[N:15]=[CH:14][CH:13]=3)=[CH:23][CH:24]=2)=[O:30])=[CH:37][CH:36]=1. The catalyst class is: 6. (8) Reactant: [C:1]1([CH3:13])[CH:6]=[CH:5][CH:4]=[C:3]([C:7]2[N:12]=[CH:11][CH:10]=[CH:9][N:8]=2)[CH:2]=1.C1C(=O)N([Br:21])C(=O)C1.CC(N=NC(C#N)(C)C)(C#N)C. Product: [Br:21][CH2:13][C:1]1[CH:2]=[C:3]([C:7]2[N:8]=[CH:9][CH:10]=[CH:11][N:12]=2)[CH:4]=[CH:5][CH:6]=1. The catalyst class is: 53. (9) Reactant: C(OC(=O)[NH:7][C:8]1[CH:13]=[CH:12][C:11]([C:14]2[CH:19]=[CH:18][CH:17]=[CH:16][C:15]=2[F:20])=[CH:10][C:9]=1[NH:21][C:22](=[O:35])[CH2:23][C:24]([C:26]1[CH:31]=[C:30]([C:32]#[N:33])[CH:29]=[CH:28][C:27]=1[F:34])=O)(C)(C)C.C(O)(C(F)(F)F)=O. Product: [F:34][C:27]1[CH:28]=[CH:29][C:30]([C:32]#[N:33])=[CH:31][C:26]=1[C:24]1[CH2:23][C:22](=[O:35])[NH:21][C:9]2[CH:10]=[C:11]([C:14]3[CH:19]=[CH:18][CH:17]=[CH:16][C:15]=3[F:20])[CH:12]=[CH:13][C:8]=2[N:7]=1. The catalyst class is: 2.